This data is from Reaction yield outcomes from USPTO patents with 853,638 reactions. The task is: Predict the reaction yield, written as a fraction of the theoretical maximum amount of product (1.0 means a 100% yield; for example, 0.34 means a 34% yield). (1) The reactants are [O:1]=[C:2]([CH2:8][CH2:9][CH2:10][CH3:11])[CH2:3][C:4]([O:6][CH3:7])=[O:5].[H-].[Na+].Br[CH2:15][C:16]1[CH:21]=[CH:20][C:19]([C:22]2[C:23]([C:28]#[N:29])=[CH:24][CH:25]=[CH:26][CH:27]=2)=[C:18]([F:30])[CH:17]=1. The catalyst is O1CCCC1. The product is [C:28]([C:23]1[CH:24]=[CH:25][CH:26]=[CH:27][C:22]=1[C:19]1[CH:20]=[CH:21][C:16]([CH2:15][CH:3]([C:2](=[O:1])[CH2:8][CH2:9][CH2:10][CH3:11])[C:4]([O:6][CH3:7])=[O:5])=[CH:17][C:18]=1[F:30])#[N:29]. The yield is 0.900. (2) The reactants are [Cl:1][C:2]1[C:7]([CH:8]=[O:9])=[C:6]([N:10]2[CH2:22][CH2:21][N:13]3[C:14]4[CH2:15][CH2:16][CH2:17][CH2:18][C:19]=4[CH:20]=[C:12]3[C:11]2=[O:23])[N:5]=[CH:4][CH:3]=1.[BH4-].[Na+]. The catalyst is CO. The yield is 0.900. The product is [Cl:1][C:2]1[CH:3]=[CH:4][N:5]=[C:6]([N:10]2[CH2:22][CH2:21][N:13]3[C:14]4[CH2:15][CH2:16][CH2:17][CH2:18][C:19]=4[CH:20]=[C:12]3[C:11]2=[O:23])[C:7]=1[CH2:8][OH:9]. (3) The reactants are C(=O)([O-])[O-].[Na+].[Na+].[C:7]1(B(O)O)[CH:12]=[CH:11][CH:10]=[CH:9][CH:8]=1.[CH3:16][O:17][CH2:18][CH2:19][O:20][CH2:21][N:22]([C:32]1[O:36][N:35]=[C:34]([CH3:37])[C:33]=1[CH3:38])[S:23]([C:26]1[S:27][C:28](Br)=[CH:29][CH:30]=1)(=[O:25])=[O:24]. The catalyst is C(O)C.C1C=CC=CC=1.O.[Pd].C1(P(C2C=CC=CC=2)C2C=CC=CC=2)C=CC=CC=1.C1(P(C2C=CC=CC=2)C2C=CC=CC=2)C=CC=CC=1.C1(P(C2C=CC=CC=2)C2C=CC=CC=2)C=CC=CC=1.C1(P(C2C=CC=CC=2)C2C=CC=CC=2)C=CC=CC=1. The product is [CH3:16][O:17][CH2:18][CH2:19][O:20][CH2:21][N:22]([C:32]1[O:36][N:35]=[C:34]([CH3:37])[C:33]=1[CH3:38])[S:23]([C:26]1[S:27][C:28]([C:7]2[CH:12]=[CH:11][CH:10]=[CH:9][CH:8]=2)=[CH:29][CH:30]=1)(=[O:25])=[O:24]. The yield is 0.620. (4) The reactants are [CH3:1][O:2][CH2:3]/[CH:4]=[CH:5]/[C:6]1[C:16]2[O:15][CH2:14][CH2:13][N:12](C(OC(C)(C)C)=O)[CH2:11][C:10]=2[CH:9]=[CH:8][CH:7]=1.C(OCC)(=O)C.[ClH:30]. The catalyst is C(OCC)(=O)C. The product is [ClH:30].[CH3:1][O:2][CH2:3]/[CH:4]=[CH:5]/[C:6]1[C:16]2[O:15][CH2:14][CH2:13][NH:12][CH2:11][C:10]=2[CH:9]=[CH:8][CH:7]=1. The yield is 0.834. (5) The product is [Cl:1][C:2]1[CH:3]=[C:4]([CH:24]([CH2:32][CH:33]([CH3:35])[CH3:34])[C:25]([O:27][CH2:28][CH3:29])=[O:26])[CH:5]=[C:6]([C:14]2[CH:15]=[CH:16][C:17]([C:20]([F:21])([F:22])[F:23])=[CH:18][CH:19]=2)[C:7]=1[O:8][CH2:9][C:10]([F:13])([F:12])[F:11]. The reactants are [Cl:1][C:2]1[CH:3]=[C:4]([CH2:24][C:25]([O:27][CH2:28][CH3:29])=[O:26])[CH:5]=[C:6]([C:14]2[CH:19]=[CH:18][C:17]([C:20]([F:23])([F:22])[F:21])=[CH:16][CH:15]=2)[C:7]=1[O:8][CH2:9][C:10]([F:13])([F:12])[F:11].[H-].[Na+].[CH2:32](Br)[CH:33]([CH3:35])[CH3:34].[NH4+].[Cl-]. The yield is 0.590. The catalyst is CN(C=O)C. (6) The reactants are [H-].[Na+].[C:3]([O:9][CH2:10][CH3:11])(=[O:8])[CH2:4][C:5]([CH3:7])=[O:6].[CH2:12]([O:14][CH2:15]CC(N1C2C=CC=CC=2N=N1)=O)[CH3:13].[Cl-].[NH4+].[OH-].[NH4+]. The catalyst is C1COCC1.O. The product is [CH2:12]([O:14][CH2:15][CH2:7][C:5](=[O:6])[CH2:4][C:3]([O:9][CH2:10][CH3:11])=[O:8])[CH3:13]. The yield is 0.800. (7) The reactants are [C:1]([O:5][C:6]([NH:8][C:9]1[CH:10]=[CH:11][C:12]([CH3:19])=[C:13]([CH:18]=1)[C:14]([O:16]C)=[O:15])=[O:7])([CH3:4])([CH3:3])[CH3:2].[OH-].[K+]. The catalyst is CO.C1COCC1.O. The product is [C:1]([O:5][C:6]([NH:8][C:9]1[CH:10]=[CH:11][C:12]([CH3:19])=[C:13]([CH:18]=1)[C:14]([OH:16])=[O:15])=[O:7])([CH3:4])([CH3:3])[CH3:2]. The yield is 0.860. (8) The reactants are [Cl:1][CH2:2][CH2:3][CH2:4][O:5][C:6]1[CH:15]=[C:14]2[C:9]([C:10]([NH:16][C:17]3[NH:21][N:20]=[C:19]([CH2:22][C:23]([OH:25])=O)[CH:18]=3)=[N:11][CH:12]=[N:13]2)=[CH:8][C:7]=1[O:26][CH3:27].[F:28][C:29]1[CH:30]=[C:31]([CH:33]=[CH:34][CH:35]=1)[NH2:32].Cl.CN(C)CCCN=C=NCC.OC1C=CC=C[N+]=1[O-].C(N(C(C)C)CC)(C)C. The catalyst is CN(C)C=O. The product is [Cl:1][CH2:2][CH2:3][CH2:4][O:5][C:6]1[CH:15]=[C:14]2[C:9]([C:10]([NH:16][C:17]3[NH:21][N:20]=[C:19]([CH2:22][C:23]([NH:32][C:31]4[CH:33]=[CH:34][CH:35]=[C:29]([F:28])[CH:30]=4)=[O:25])[CH:18]=3)=[N:11][CH:12]=[N:13]2)=[CH:8][C:7]=1[O:26][CH3:27]. The yield is 0.460.